From a dataset of Reaction yield outcomes from USPTO patents with 853,638 reactions. Predict the reaction yield, written as a fraction of the theoretical maximum amount of product (1.0 means a 100% yield; for example, 0.34 means a 34% yield). (1) The reactants are [Cl:1][C:2]1[O:6][C:5]([C:7]([O:9][CH3:10])=[O:8])=[CH:4][C:3]=1[C:11]1[N:15]([CH2:16][CH3:17])[N:14]=[CH:13][CH:12]=1.C1C(=O)N([Cl:25])C(=O)C1. The catalyst is C1COCC1. The product is [Cl:1][C:2]1[O:6][C:5]([C:7]([O:9][CH3:10])=[O:8])=[CH:4][C:3]=1[C:11]1[N:15]([CH2:16][CH3:17])[N:14]=[CH:13][C:12]=1[Cl:25]. The yield is 0.780. (2) The reactants are [Li+].CCC[CH2-].[Cl:6][C:7]1[N:8]=[C:9]([N:16]2[CH2:21][CH2:20][O:19][CH2:18][CH2:17]2)[C:10]2[S:15][CH:14]=[CH:13][C:11]=2[N:12]=1.[I:22]I. The catalyst is C1COCC1. The product is [Cl:6][C:7]1[N:8]=[C:9]([N:16]2[CH2:21][CH2:20][O:19][CH2:18][CH2:17]2)[C:10]2[S:15][C:14]([I:22])=[CH:13][C:11]=2[N:12]=1. The yield is 0.750. (3) The reactants are [Cl:1][C:2]1[CH:7]=[CH:6][C:5]([O:8][C:9]2[CH:14]=[CH:13]C(CCNC)=[CH:11][CH:10]=2)=[CH:4][C:3]=1[C:19]([F:22])([F:21])[F:20].[CH3:23]CN(C(C)C)C(C)C.[N:32]1([C:37](=[NH:39])[NH2:38])[CH:36]=[CH:35][CH:34]=N1. The catalyst is CN(C=O)C. The product is [Cl:1][C:2]1[CH:7]=[CH:6][C:5]([O:8][C:9]2[CH:14]=[CH:13][C:34]([CH2:35][CH2:36][N:32]([CH3:23])[C:37]([NH2:38])=[NH:39])=[CH:11][CH:10]=2)=[CH:4][C:3]=1[C:19]([F:20])([F:21])[F:22]. The yield is 0.930. (4) The reactants are [BrH:1].CC(O)=O.C(O[C@@H:10]1[O:27][C@H:26]([CH2:28][O:29][C:30](=[O:32])[CH3:31])[C@H:21]([O:22][C:23](=[O:25])[CH3:24])[C@H:16]([O:17][C:18](=[O:20])[CH3:19])[C@H:11]1[O:12][C:13](=[O:15])[CH3:14])(=O)C. The catalyst is C(Cl)Cl. The product is [C:13]([O:12][C@@H:11]1[C@@H:16]([O:17][C:18](=[O:20])[CH3:19])[C@@H:21]([O:22][C:23](=[O:25])[CH3:24])[C@@H:26]([CH2:28][O:29][C:30](=[O:32])[CH3:31])[O:27][C@@H:10]1[Br:1])(=[O:15])[CH3:14]. The yield is 0.990. (5) The reactants are [NH2:1][C:2]1[CH:3]=[N:4][N:5]([CH3:21])[C:6]=1[O:7][CH:8]1[CH2:13][CH2:12][N:11](C(OC(C)(C)C)=O)[CH2:10][CH2:9]1.[NH2:22][C:23]1[C:24]([C:30]([OH:32])=O)=[N:25][C:26](Br)=[CH:27][CH:28]=1.[F:33][C:34]1[CH:39]=[CH:38][CH:37]=[CH:36][C:35]=1B(O)O. No catalyst specified. The product is [NH2:22][C:23]1[C:24]([C:30]([NH:1][C:2]2[CH:3]=[N:4][N:5]([CH3:21])[C:6]=2[O:7][CH:8]2[CH2:9][CH2:10][NH:11][CH2:12][CH2:13]2)=[O:32])=[N:25][C:26]([C:35]2[CH:36]=[CH:37][CH:38]=[CH:39][C:34]=2[F:33])=[CH:27][CH:28]=1. The yield is 0.140. (6) The reactants are Cl[C:2]1[C:7](=[O:8])[N:6]([CH2:9][C:10]2[CH:15]=[CH:14][C:13]([O:16][CH3:17])=[CH:12][CH:11]=2)[CH:5]=[C:4]2[CH2:18][N:19]([CH2:22][CH2:23][C:24]3[CH:33]=[CH:32][C:31]4[C:26](=[CH:27][CH:28]=[CH:29][CH:30]=4)[N:25]=3)[C:20](=[O:21])[C:3]=12.[NH:34]1[CH2:39][CH2:38][O:37][CH2:36][CH2:35]1.CC1(C)C2C(=C(P(C3C=CC=CC=3)C3C=CC=CC=3)C=CC=2)OC2C(P(C3C=CC=CC=3)C3C=CC=CC=3)=CC=CC1=2.C([O-])([O-])=O.[Cs+].[Cs+]. The catalyst is O1CCOCC1.C([O-])(=O)C.C([O-])(=O)C.[Pd+2]. The product is [CH3:17][O:16][C:13]1[CH:12]=[CH:11][C:10]([CH2:9][N:6]2[C:7](=[O:8])[C:2]([N:34]3[CH2:39][CH2:38][O:37][CH2:36][CH2:35]3)=[C:3]3[C:20](=[O:21])[N:19]([CH2:22][CH2:23][C:24]4[CH:33]=[CH:32][C:31]5[C:26](=[CH:27][CH:28]=[CH:29][CH:30]=5)[N:25]=4)[CH2:18][C:4]3=[CH:5]2)=[CH:15][CH:14]=1. The yield is 0.395. (7) The reactants are [CH2:1]([C:5]1[N:6]=[C:7]([CH2:27][O:28]C)[NH:8][C:9](=[O:26])[C:10]=1[CH2:11][C:12]1[CH:17]=[CH:16][C:15]([C:18]2[C:19]([C:24]#[N:25])=[CH:20][CH:21]=[CH:22][CH:23]=2)=[CH:14][CH:13]=1)[CH2:2][CH2:3][CH3:4].ClCCl.B(Br)(Br)Br.O. The catalyst is ClCCl. The product is [CH2:1]([C:5]1[N:6]=[C:7]([CH2:27][OH:28])[NH:8][C:9](=[O:26])[C:10]=1[CH2:11][C:12]1[CH:17]=[CH:16][C:15]([C:18]2[C:19]([C:24]#[N:25])=[CH:20][CH:21]=[CH:22][CH:23]=2)=[CH:14][CH:13]=1)[CH2:2][CH2:3][CH3:4]. The yield is 0.860. (8) The reactants are [CH:1]1([CH:7]([NH:23][C:24]2[CH:33]=[CH:32][C:27]([C:28]([O:30]C)=[O:29])=[CH:26][CH:25]=2)[C:8]2[CH:12]=[C:11]([C:13]([CH:15]3[CH2:20][CH2:19][CH2:18][CH2:17][CH2:16]3)=[O:14])[S:10][C:9]=2[CH2:21][CH3:22])[CH2:6][CH2:5][CH2:4][CH2:3][CH2:2]1.O1CCCC1.[OH-].[Na+]. The catalyst is C(O)C. The product is [CH:1]1([CH:7]([NH:23][C:24]2[CH:33]=[CH:32][C:27]([C:28]([OH:30])=[O:29])=[CH:26][CH:25]=2)[C:8]2[CH:12]=[C:11]([C:13]([CH:15]3[CH2:16][CH2:17][CH2:18][CH2:19][CH2:20]3)=[O:14])[S:10][C:9]=2[CH2:21][CH3:22])[CH2:6][CH2:5][CH2:4][CH2:3][CH2:2]1. The yield is 0.880. (9) The reactants are [CH2:1]([O:3][P:4]([CH2:9][C:10](Cl)=[O:11])([O:6][CH2:7][CH3:8])=[O:5])[CH3:2].[CH2:13]([OH:16])[C:14]#[CH:15].C(N(CC)CC)C. The catalyst is C1(C)C=CC=CC=1. The product is [CH2:7]([O:6][P:4]([CH2:9][C:10]([O:16][CH2:13][C:14]#[CH:15])=[O:11])([O:3][CH2:1][CH3:2])=[O:5])[CH3:8]. The yield is 0.930. (10) The reactants are CS(O)(=O)=O.[NH2:6][CH2:7][C:8]1[CH:9]=[C:10]2[C:14](=[CH:15][CH:16]=1)[C:13](=[O:17])[N:12]([CH:18]1[CH2:23][CH2:22][C:21](=[O:24])[NH:20][C:19]1=[O:25])[CH2:11]2.[C:26]([N:33]1[CH:37]=[CH:36]N=C1)(N1C=CN=C1)=[O:27].Cl.[Cl:39][C:40]1[CH:41]=C(C=[CH:45][C:46]=1[O:47][CH2:48][CH2:49][O:50][CH2:51][CH2:52][O:53][CH3:54])N.Cl. The catalyst is CN(C=O)C.O. The product is [Cl:39][C:40]1[CH:41]=[C:37]([NH:33][C:26]([NH:6][CH2:7][C:8]2[CH:9]=[C:10]3[C:14](=[CH:15][CH:16]=2)[C:13](=[O:17])[N:12]([CH:18]2[CH2:23][CH2:22][C:21](=[O:24])[NH:20][C:19]2=[O:25])[CH2:11]3)=[O:27])[CH:36]=[CH:45][C:46]=1[O:47][CH2:48][CH2:49][O:50][CH2:51][CH2:52][O:53][CH3:54]. The yield is 0.720.